Dataset: Forward reaction prediction with 1.9M reactions from USPTO patents (1976-2016). Task: Predict the product of the given reaction. Given the reactants [F:1][C:2]1[CH:7]=[CH:6][C:5]([N:8]2[C:16]3[C:11](=[CH:12][C:13]([O:17][C@H:18]([C:22]4[CH:27]=[CH:26][CH:25]=[C:24]([O:28][CH3:29])[CH:23]=4)[C@@H:19]([NH2:21])[CH3:20])=[CH:14][CH:15]=3)[CH:10]=[N:9]2)=[CH:4][CH:3]=1.[CH3:30][C:31]1[O:35][N:34]=[C:33]([C:36](Cl)=[O:37])[CH:32]=1, predict the reaction product. The product is: [F:1][C:2]1[CH:3]=[CH:4][C:5]([N:8]2[C:16]3[C:11](=[CH:12][C:13]([O:17][C@H:18]([C:22]4[CH:27]=[CH:26][CH:25]=[C:24]([O:28][CH3:29])[CH:23]=4)[C@@H:19]([NH:21][C:36]([C:33]4[CH:32]=[C:31]([CH3:30])[O:35][N:34]=4)=[O:37])[CH3:20])=[CH:14][CH:15]=3)[CH:10]=[N:9]2)=[CH:6][CH:7]=1.